From a dataset of Catalyst prediction with 721,799 reactions and 888 catalyst types from USPTO. Predict which catalyst facilitates the given reaction. (1) Reactant: [Si:1]([O:8][C@@H:9]1[CH2:14][CH2:13][C@H:12]([NH:15]C(=O)OCC2C=CC=CC=2)[C@H:11]([C:26]([CH3:28])=[CH2:27])[CH2:10]1)([C:4]([CH3:7])([CH3:6])[CH3:5])([CH3:3])[CH3:2]. Product: [Si:1]([O:8][C@@H:9]1[CH2:14][CH2:13][C@H:12]([NH2:15])[C@H:11]([CH:26]([CH3:28])[CH3:27])[CH2:10]1)([C:4]([CH3:7])([CH3:6])[CH3:5])([CH3:2])[CH3:3]. The catalyst class is: 19. (2) Reactant: [Cl:1][C:2]1[CH:10]=[C:9]2[C:5]([CH:6]=[C:7]([C:11](=[O:28])[NH:12][CH:13]([C:18]3[CH:23]=[CH:22][CH:21]=[C:20]([C:24]([F:27])([F:26])[F:25])[CH:19]=3)[C:14]([F:17])([F:16])[F:15])[NH:8]2)=[CH:4][C:3]=1[CH2:29][NH:30][C:31](=[O:37])[O:32][C:33]([CH3:36])([CH3:35])[CH3:34].[H-].[Na+].I[CH2:41][CH3:42].O. Product: [Cl:1][C:2]1[CH:10]=[C:9]2[C:5]([CH:6]=[C:7]([C:11](=[O:28])[NH:12][CH:13]([C:18]3[CH:23]=[CH:22][CH:21]=[C:20]([C:24]([F:25])([F:27])[F:26])[CH:19]=3)[C:14]([F:16])([F:17])[F:15])[N:8]2[CH2:41][CH3:42])=[CH:4][C:3]=1[CH2:29][NH:30][C:31](=[O:37])[O:32][C:33]([CH3:34])([CH3:36])[CH3:35]. The catalyst class is: 42.